This data is from Forward reaction prediction with 1.9M reactions from USPTO patents (1976-2016). The task is: Predict the product of the given reaction. Given the reactants [Br:1][C:2]1[C:3](=[O:27])[N:4]([C:19]2[C:24]([F:25])=[CH:23][CH:22]=[CH:21][C:20]=2[F:26])[C:5]([CH3:18])=[CH:6][C:7]=1[O:8][CH2:9][C:10]1[CH:15]=[CH:14][C:13]([F:16])=[CH:12][C:11]=1[F:17].[I:28]N1C(=O)CCC1=O, predict the reaction product. The product is: [Br:1][C:2]1[C:3](=[O:27])[N:4]([C:19]2[C:24]([F:25])=[CH:23][CH:22]=[CH:21][C:20]=2[F:26])[C:5]([CH3:18])=[C:6]([I:28])[C:7]=1[O:8][CH2:9][C:10]1[CH:15]=[CH:14][C:13]([F:16])=[CH:12][C:11]=1[F:17].